From a dataset of Forward reaction prediction with 1.9M reactions from USPTO patents (1976-2016). Predict the product of the given reaction. (1) Given the reactants C([O:5][C:6](=[O:40])[C@@H:7]([NH:11][S:12]([C:15]1[CH:20]=[CH:19][C:18]([C:21]2[CH:26]=[CH:25][C:24]([NH:27][C:28]([C:30]3[O:31][C:32]4[CH:38]=[CH:37][C:36]([CH3:39])=[CH:35][C:33]=4[N:34]=3)=[O:29])=[CH:23][CH:22]=2)=[CH:17][CH:16]=1)(=[O:14])=[O:13])[CH:8]([CH3:10])[CH3:9])(C)(C)C.C(O)(C(F)(F)F)=O.C(Cl)Cl, predict the reaction product. The product is: [CH3:9][CH:8]([CH3:10])[C@H:7]([NH:11][S:12]([C:15]1[CH:16]=[CH:17][C:18]([C:21]2[CH:22]=[CH:23][C:24]([NH:27][C:28]([C:30]3[O:31][C:32]4[CH:38]=[CH:37][C:36]([CH3:39])=[CH:35][C:33]=4[N:34]=3)=[O:29])=[CH:25][CH:26]=2)=[CH:19][CH:20]=1)(=[O:14])=[O:13])[C:6]([OH:40])=[O:5]. (2) Given the reactants [CH:1]([C:3]1[CH:8]=[C:7]([C:9]([F:12])([F:11])[F:10])[CH:6]=[CH:5][C:4]=1[N:13]([CH2:16][C@H:17]1[CH2:22][CH2:21][C@H:20]([CH2:23][C:24]([O:26][CH2:27][CH3:28])=[O:25])[CH2:19][CH2:18]1)[CH2:14][CH3:15])=O.[CH3:29][S:30][CH2:31][CH2:32][O:33][C:34]1[CH:35]=[N:36][C:37]([NH2:40])=[N:38][CH:39]=1, predict the reaction product. The product is: [CH3:29][S:30][CH2:31][CH2:32][O:33][C:34]1[CH:39]=[N:38][C:37]([NH:40][CH2:1][C:3]2[CH:8]=[C:7]([C:9]([F:12])([F:11])[F:10])[CH:6]=[CH:5][C:4]=2[N:13]([CH2:16][C@H:17]2[CH2:18][CH2:19][C@H:20]([CH2:23][C:24]([O:26][CH2:27][CH3:28])=[O:25])[CH2:21][CH2:22]2)[CH2:14][CH3:15])=[N:36][CH:35]=1.